This data is from Reaction yield outcomes from USPTO patents with 853,638 reactions. The task is: Predict the reaction yield, written as a fraction of the theoretical maximum amount of product (1.0 means a 100% yield; for example, 0.34 means a 34% yield). (1) The reactants are C(OC([CH2:8][NH:9][C:10]1[N:15]=[C:14]([C:16]2[CH:21]=[CH:20][C:19]([CH2:22][CH2:23][C:24]([O:26][CH3:27])=[O:25])=[CH:18][C:17]=2[O:28][CH2:29][CH3:30])[CH:13]=[CH:12][CH:11]=1)=O)(C)(C)C.FC(F)(F)C(O)=O.C(=O)([O-])O.[Na+]. The catalyst is ClCCl. The product is [CH2:29]([O:28][C:17]1[CH:18]=[C:19]([CH2:22][CH2:23][C:24]([O:26][CH3:27])=[O:25])[CH:20]=[CH:21][C:16]=1[C:14]1[CH:13]=[CH:12][CH:11]=[C:10]([NH:9][CH3:8])[N:15]=1)[CH3:30]. The yield is 0.810. (2) The reactants are [C:1]1([C:8]([OH:10])=O)([C:5]([OH:7])=[O:6])[CH2:4][CH2:3][CH2:2]1.C(N(CC)CC)C.S(Cl)(Cl)=O.[F:22][C:23]1[CH:29]=[CH:28][C:26]([NH2:27])=[CH:25][CH:24]=1. The catalyst is C1COCC1.C(OCC)(=O)C. The product is [F:22][C:23]1[CH:29]=[CH:28][C:26]([NH:27][C:8]([C:1]2([C:5]([OH:7])=[O:6])[CH2:2][CH2:3][CH2:4]2)=[O:10])=[CH:25][CH:24]=1. The yield is 0.349. (3) The reactants are [Cl-].O[NH3+:3].[C:4](=[O:7])([O-])[OH:5].[Na+].CS(C)=O.[CH3:13][C:14]([CH3:51])([CH3:50])[CH2:15][O:16][C:17]1[CH:22]=[CH:21][C:20]([N:23]2[C:28](=[O:29])[C:27]([CH2:30][C:31]3[CH:36]=[CH:35][C:34]([C:37]4[C:38]([C:43]#[N:44])=[CH:39][CH:40]=[CH:41][CH:42]=4)=[CH:33][CH:32]=3)=[C:26]([CH2:45][CH2:46][CH3:47])[N:25]=[C:24]2[CH2:48][CH3:49])=[CH:19][CH:18]=1. The catalyst is O. The product is [CH3:51][C:14]([CH3:50])([CH3:13])[CH2:15][O:16][C:17]1[CH:18]=[CH:19][C:20]([N:23]2[C:28](=[O:29])[C:27]([CH2:30][C:31]3[CH:36]=[CH:35][C:34]([C:37]4[CH:42]=[CH:41][CH:40]=[CH:39][C:38]=4[C:43]4[NH:3][C:4](=[O:7])[O:5][N:44]=4)=[CH:33][CH:32]=3)=[C:26]([CH2:45][CH2:46][CH3:47])[N:25]=[C:24]2[CH2:48][CH3:49])=[CH:21][CH:22]=1. The yield is 0.730. (4) The reactants are [ClH:1].[CH2:2]([O:4][C:5]1[N:10]=[CH:9][C:8]([C:11]2([OH:24])[CH2:16][CH2:15][N:14](C(OC(C)(C)C)=O)[CH2:13][CH2:12]2)=[CH:7][CH:6]=1)[CH3:3]. The catalyst is C(OCC)(=O)C. The product is [ClH:1].[ClH:1].[CH2:2]([O:4][C:5]1[N:10]=[CH:9][C:8]([C:11]2([OH:24])[CH2:12][CH2:13][NH:14][CH2:15][CH2:16]2)=[CH:7][CH:6]=1)[CH3:3]. The yield is 0.960.